Dataset: Drug-target binding data from BindingDB using IC50 measurements. Task: Regression. Given a target protein amino acid sequence and a drug SMILES string, predict the binding affinity score between them. We predict pIC50 (pIC50 = -log10(IC50 in M); higher means more potent). Dataset: bindingdb_ic50. The small molecule is CC1(C)[C@H](C(=O)O)N2C(=O)C[C@H]2S1(=O)=O. The target protein sequence is MQNTLKLLSVITCLAATVQGALAANIDESKIKDTVDDLIQPLMQKNNIPGMSVAVTVNGKNYIYNYGLAAKQPQQPVTENTLFEVGSLSKTFAATLASYAQVSGKLSLDQSVSHYVPELRGSSFDHVSVLNVGTHTSGLQLFMPEDIKNTTQLMAYLKAWKPADAAGTHRVYSNIGTGLLGMIAAKSLGVSYEDAIEKTLLPQLGMHHSYLKVPADQMENYAWGYNKKDEPVHGNMEILGNEAYGIKTTSSDLLRYVQANMGQLKLDANAKMQQALTATHTGYFKSGEITQDLMWEQLPYPVSLPNLLTGNDMAMTKSVATPIVPPLPPQENVWINKTGSTNGFGAYIAFVPAKKMGIVMLANKNYSIDQRVTVAYKILSSLEGNK. The pIC50 is 3.6.